The task is: Regression. Given a peptide amino acid sequence and an MHC pseudo amino acid sequence, predict their binding affinity value. This is MHC class I binding data.. This data is from Peptide-MHC class I binding affinity with 185,985 pairs from IEDB/IMGT. (1) The peptide sequence is ASTTENAAY. The MHC is HLA-A11:01 with pseudo-sequence HLA-A11:01. The binding affinity (normalized) is 0.471. (2) The peptide sequence is ILRGTSFVYV. The MHC is HLA-A31:01 with pseudo-sequence HLA-A31:01. The binding affinity (normalized) is 0.333. (3) The peptide sequence is LSFSNTIQSY. The MHC is HLA-A68:01 with pseudo-sequence HLA-A68:01. The binding affinity (normalized) is 0.219. (4) The peptide sequence is GGKKKYKL. The MHC is HLA-B07:02 with pseudo-sequence HLA-B07:02. The binding affinity (normalized) is 0. (5) The peptide sequence is KFNPMKTYI. The MHC is HLA-A03:01 with pseudo-sequence HLA-A03:01. The binding affinity (normalized) is 0. (6) The peptide sequence is ATHKAPQPA. The MHC is HLA-A30:01 with pseudo-sequence HLA-A30:01. The binding affinity (normalized) is 1.00.